The task is: Predict the product of the given reaction.. This data is from Forward reaction prediction with 1.9M reactions from USPTO patents (1976-2016). (1) Given the reactants [CH3:1][O:2][C:3]1[CH:8]=[CH:7][C:6]([O:9][CH3:10])=[CH:5][C:4]=1[C:11](=[O:14])[CH2:12]Br.C1N2CN3CN(C2)C[N:16]1C3, predict the reaction product. The product is: [CH3:1][O:2][C:3]1[CH:8]=[CH:7][C:6]([O:9][CH3:10])=[CH:5][C:4]=1[C:11](=[O:14])[CH2:12][NH2:16]. (2) Given the reactants [NH2:1][C:2]1[C:3]([NH:8][C:9]2[CH:10]=[C:11]([C:15]3[CH:20]=[CH:19][CH:18]=[CH:17][CH:16]=3)[CH:12]=[CH:13][CH:14]=2)=[N:4][CH:5]=[CH:6][CH:7]=1.[OH:21][C:22]1[CH:27]=[CH:26][C:25]([CH2:28][C:29](=O)[C:30](O)=[O:31])=[CH:24][CH:23]=1.C(OCC)(=O)C.C(=O)(O)[O-].[Na+], predict the reaction product. The product is: [C:11]1([C:15]2[CH:16]=[CH:17][CH:18]=[CH:19][CH:20]=2)[CH:12]=[CH:13][CH:14]=[C:9]([N:8]2[C:30](=[O:31])[C:29]([CH2:28][C:25]3[CH:24]=[CH:23][C:22]([OH:21])=[CH:27][CH:26]=3)=[N:1][C:2]3[CH:7]=[CH:6][CH:5]=[N:4][C:3]2=3)[CH:10]=1.